This data is from Forward reaction prediction with 1.9M reactions from USPTO patents (1976-2016). The task is: Predict the product of the given reaction. (1) Given the reactants C([Li])CCC.[C:6]1([S:12]([N:15]2[C:19]3=[N:20][CH:21]=[CH:22][CH:23]=[C:18]3[CH:17]=[CH:16]2)(=[O:14])=[O:13])[CH:11]=[CH:10][CH:9]=[CH:8][CH:7]=1.CN([CH:27]=[O:28])C.[Cl-].[NH4+], predict the reaction product. The product is: [C:6]1([S:12]([N:15]2[C:19]3=[N:20][CH:21]=[CH:22][CH:23]=[C:18]3[CH:17]=[C:16]2[CH:27]=[O:28])(=[O:14])=[O:13])[CH:7]=[CH:8][CH:9]=[CH:10][CH:11]=1. (2) Given the reactants [CH2:1]([O:3][C:4]([C:6]1[C:7]([CH3:26])=[N:8][C:9]([NH:13][CH2:14]/[CH:15]=[CH:16]/B2OC(C)(C)C(C)(C)O2)=[N:10][C:11]=1[CH3:12])=[O:5])[CH3:2].Br[C:28]1[CH:29]=[C:30](O)[C:31]([F:34])=[CH:32][CH:33]=1.[F-].[Cs+].C1C[O:41][CH2:40]C1, predict the reaction product. The product is: [CH2:1]([O:3][C:4]([C:6]1[C:11]([CH3:12])=[N:10][C:9]([NH:13][CH2:14]/[CH:15]=[CH:16]/[C:30]2[CH:29]=[C:28]([O:41][CH3:40])[CH:33]=[CH:32][C:31]=2[F:34])=[N:8][C:7]=1[CH3:26])=[O:5])[CH3:2]. (3) Given the reactants [CH2:1]([O:8][C:9]1[C:14](=[O:15])[N:13]([CH3:16])[CH:12]=[C:11](B(O)O)[CH:10]=1)[C:2]1[CH:7]=[CH:6][CH:5]=[CH:4][CH:3]=1.Cl[C:21]1[N:26]=[C:25]([C:27]2[CH:32]=[CH:31][CH:30]=[CH:29][CH:28]=2)[CH:24]=[CH:23][N:22]=1.[F-].[K+], predict the reaction product. The product is: [CH2:1]([O:8][C:9]1[C:14](=[O:15])[N:13]([CH3:16])[CH:12]=[C:11]([C:21]2[N:26]=[C:25]([C:27]3[CH:32]=[CH:31][CH:30]=[CH:29][CH:28]=3)[CH:24]=[CH:23][N:22]=2)[CH:10]=1)[C:2]1[CH:7]=[CH:6][CH:5]=[CH:4][CH:3]=1. (4) Given the reactants [C:1]([C:3]1[C:4]([C:20]([F:23])([F:22])[F:21])=[C:5]2[C:9](=[CH:10][CH:11]=1)[N:8]([CH2:12][C:13](=[NH:16])[NH:14][OH:15])[C:7]([CH:17]1[CH2:19][CH2:18]1)=[CH:6]2)#[N:2].[F:24][C:25]([F:36])([F:35])[C:26]1[N:31]=[C:30]([C:32](O)=O)[CH:29]=[CH:28][CH:27]=1, predict the reaction product. The product is: [CH:17]1([C:7]2[N:8]([CH2:12][C:13]3[N:16]=[C:32]([C:30]4[CH:29]=[CH:28][CH:27]=[C:26]([C:25]([F:35])([F:24])[F:36])[N:31]=4)[O:15][N:14]=3)[C:9]3[C:5]([CH:6]=2)=[C:4]([C:20]([F:22])([F:23])[F:21])[C:3]([C:1]#[N:2])=[CH:11][CH:10]=3)[CH2:19][CH2:18]1. (5) Given the reactants [CH2:1]([O:4][C:5]1[CH:14]=[CH:13][C:8]2[N:9]=[C:10]([NH2:12])[S:11][C:7]=2[CH:6]=1)[C:2]#[CH:3].[CH3:15][O:16][C:17]1[CH:33]=[CH:32][C:20]([C:21]([C:23]2[CH:31]=[CH:30][C:26]([C:27](O)=[O:28])=[CH:25][CH:24]=2)=[O:22])=[CH:19][CH:18]=1.CN(C(ON1N=NC2C=CC=CC1=2)=[N+](C)C)C.[B-](F)(F)(F)F.C(N(CC)CC)C, predict the reaction product. The product is: [CH3:15][O:16][C:17]1[CH:33]=[CH:32][C:20]([C:21]([C:23]2[CH:31]=[CH:30][C:26]([C:27]([NH:12][C:10]3[S:11][C:7]4[CH:6]=[C:5]([O:4][CH2:1][C:2]#[CH:3])[CH:14]=[CH:13][C:8]=4[N:9]=3)=[O:28])=[CH:25][CH:24]=2)=[O:22])=[CH:19][CH:18]=1. (6) The product is: [Cl:1][C:2]1[CH:20]=[C:19]([N+:21]([O-:23])=[O:22])[CH:18]=[CH:17][C:3]=1[O:4][C:5]1[CH:6]=[C:7]2[C:11](=[CH:12][CH:13]=1)[C:10](=[O:14])[N:9]([CH3:26])[C:8]2([CH3:16])[CH3:15]. Given the reactants [Cl:1][C:2]1[CH:20]=[C:19]([N+:21]([O-:23])=[O:22])[CH:18]=[CH:17][C:3]=1[O:4][C:5]1[CH:6]=[C:7]2[C:11](=[CH:12][CH:13]=1)[C:10](=[O:14])[NH:9][C:8]2([CH3:16])[CH3:15].[H-].[Na+].[CH3:26]I.O, predict the reaction product.